This data is from Full USPTO retrosynthesis dataset with 1.9M reactions from patents (1976-2016). The task is: Predict the reactants needed to synthesize the given product. (1) Given the product [ClH:1].[Cl:1][C:2]1[CH:3]=[C:4]([CH:25]=[CH:26][CH:27]=1)[O:5][CH2:6][C:7]([NH:9][CH:10]1[CH2:15][CH2:14][C:13]([N:22]([CH3:24])[CH3:23])([C:16]2[CH:17]=[CH:18][CH:19]=[CH:20][CH:21]=2)[CH2:12][CH2:11]1)=[O:8], predict the reactants needed to synthesize it. The reactants are: [Cl:1][C:2]1[CH:3]=[C:4]([CH:25]=[CH:26][CH:27]=1)[O:5][CH2:6][C:7]([NH:9][CH:10]1[CH2:15][CH2:14][C:13]([N:22]([CH3:24])[CH3:23])([C:16]2[CH:21]=[CH:20][CH:19]=[CH:18][CH:17]=2)[CH2:12][CH2:11]1)=[O:8].Cl.O.Cl[Si](C)(C)C. (2) Given the product [CH2:1]([NH:3][C:4](=[O:39])[NH:5][C:6]1[N:11]=[CH:10][C:9]([C:12]2[CH:13]=[C:14]3[C:19](=[CH:20][CH:21]=2)[N:18]([CH2:22][CH2:23][O:24][CH3:25])[CH:17]=[C:16]([C:26]([O-:28])=[O:27])[C:15]3=[O:29])=[C:8]([C:30]2[S:31][CH:32]=[C:33]([C:35]([F:37])([F:38])[F:36])[N:34]=2)[CH:7]=1)[CH3:2].[Na+:46], predict the reactants needed to synthesize it. The reactants are: [CH2:1]([NH:3][C:4](=[O:39])[NH:5][C:6]1[N:11]=[CH:10][C:9]([C:12]2[CH:13]=[C:14]3[C:19](=[CH:20][CH:21]=2)[N:18]([CH2:22][CH2:23][O:24][CH3:25])[CH:17]=[C:16]([C:26]([OH:28])=[O:27])[C:15]3=[O:29])=[C:8]([C:30]2[S:31][CH:32]=[C:33]([C:35]([F:38])([F:37])[F:36])[N:34]=2)[CH:7]=1)[CH3:2].C1COCC1.[OH-].[Na+:46]. (3) Given the product [CH3:34][C:10]1[CH:15]=[CH:14][C:13]([C:16]([C:27]2[CH:28]=[CH:29][CH:30]=[CH:31][CH:32]=2)=[C:17]2[CH2:18][C:19]([CH3:26])([CH3:25])[CH2:20][C:21]([CH3:23])([CH3:24])[CH2:22]2)=[CH:12][C:11]=1[O:33][CH2:2][CH2:3][O:4][CH2:5][CH2:6][OH:7], predict the reactants needed to synthesize it. The reactants are: Cl[CH2:2][CH2:3][O:4][CH2:5][CH2:6][OH:7].C([C:10]1[CH:15]=[CH:14][C:13]([C:16]([C:27]2[CH:32]=[CH:31][CH:30]=[CH:29][CH:28]=2)=[C:17]2[CH2:22][C:21]([CH3:24])([CH3:23])[CH2:20][C:19]([CH3:26])([CH3:25])[CH2:18]2)=[CH:12][C:11]=1[OH:33])C.[C:34]([O-])([O-])=O.[K+].[K+]. (4) Given the product [CH3:14][O:15][C:16]1[CH:12]=[CH:13][C:43]([CH2:42][N:35]([C:36]2[CH:41]=[CH:40][CH:39]=[CH:38][CH:37]=2)[C:28]2[C:29]3[N:30]([CH:32]=[CH:33][N:34]=3)[N:31]=[C:26]([C:24]3[CH:23]=[CH:22][C:19]4[C:20]([NH2:21])=[N:4][O:5][C:18]=4[CH:25]=3)[CH:27]=2)=[CH:44][CH:45]=1, predict the reactants needed to synthesize it. The reactants are: C([NH:4][OH:5])(=O)C.CC(C)([O-])C.[K+].[CH2:12]1[CH2:16][O:15][CH2:14][CH2:13]1.F[C:18]1[CH:25]=[C:24]([C:26]2[CH:27]=[C:28]([N:35]([CH2:42][C:43]3C=CC(OC)=[CH:45][CH:44]=3)[C:36]3[CH:41]=[CH:40][CH:39]=[CH:38][CH:37]=3)[C:29]3[N:30]([CH:32]=[CH:33][N:34]=3)[N:31]=2)[CH:23]=[CH:22][C:19]=1[C:20]#[N:21].